Dataset: Catalyst prediction with 721,799 reactions and 888 catalyst types from USPTO. Task: Predict which catalyst facilitates the given reaction. (1) Reactant: [H-].[Na+].[CH3:3][O:4][C:5]([CH2:7]P(OC)(OC)=O)=[O:6].[CH2:14]([O:21][CH:22]1[CH2:27][CH2:26][C:25]2([CH:32]=[CH:31][C:30](=O)[CH2:29][CH2:28]2)[CH2:24][CH2:23]1)[C:15]1[CH:20]=[CH:19][CH:18]=[CH:17][CH:16]=1. Product: [CH2:14]([O:21][CH:22]1[CH2:23][CH2:24][C:25]2([CH:28]=[CH:29]/[C:30](=[CH:7]/[C:5]([O:4][CH3:3])=[O:6])/[CH2:31][CH2:32]2)[CH2:26][CH2:27]1)[C:15]1[CH:20]=[CH:19][CH:18]=[CH:17][CH:16]=1. The catalyst class is: 598. (2) Reactant: [F:1][C:2]1[CH:3]=[CH:4][CH:5]=[C:6]2[C:11]=1[S:10][CH2:9][CH:8]([C:12]([O:14]C)=O)[C:7]2=O.[NH:17]([C:19]1[CH:27]=[CH:26][C:22]([C:23]([OH:25])=[O:24])=[CH:21][CH:20]=1)[NH2:18].C(O)(=O)C. Product: [F:1][C:2]1[C:11]2[S:10][CH:9]=[C:8]3[C:12](=[O:14])[N:17]([C:19]4[CH:20]=[CH:21][C:22]([C:23]([OH:25])=[O:24])=[CH:26][CH:27]=4)[N:18]=[C:7]3[C:6]=2[CH:5]=[CH:4][CH:3]=1. The catalyst class is: 13.